Dataset: Reaction yield outcomes from USPTO patents with 853,638 reactions. Task: Predict the reaction yield, written as a fraction of the theoretical maximum amount of product (1.0 means a 100% yield; for example, 0.34 means a 34% yield). (1) The reactants are Cl.[NH2:2][C:3]([NH:5][C:6]1[S:7][C:8]([C:27]2[CH:32]=[CH:31][C:30]([O:33][CH3:34])=[CH:29][CH:28]=2)=[CH:9][C:10]=1[C:11]([NH:13][C@H:14]1[CH2:19][CH2:18][CH2:17][N:16](C(OC(C)(C)C)=O)[CH2:15]1)=[O:12])=[O:4]. The catalyst is CO.O1CCOCC1. The product is [NH2:2][C:3]([NH:5][C:6]1[S:7][C:8]([C:27]2[CH:28]=[CH:29][C:30]([O:33][CH3:34])=[CH:31][CH:32]=2)=[CH:9][C:10]=1[C:11]([NH:13][C@H:14]1[CH2:19][CH2:18][CH2:17][NH:16][CH2:15]1)=[O:12])=[O:4]. The yield is 0.850. (2) The yield is 0.540. The product is [CH3:31][O:30][C:17]1[CH:16]=[C:15]([C:13]2[CH:14]=[C:9]([C:4]3[CH:3]=[C:2]([C:37]4[CH:36]=[N:35][N:34]([CH3:33])[CH:38]=4)[N:7]=[CH:6][C:5]=3[NH2:8])[C:10]([F:32])=[N:11][CH:12]=2)[CH:20]=[C:19]([O:21][CH3:22])[C:18]=1[CH2:23][N:24]1[CH2:29][CH2:28][CH2:27][CH2:26][CH2:25]1. The reactants are Cl[C:2]1[N:7]=[CH:6][C:5]([NH2:8])=[C:4]([C:9]2[C:10]([F:32])=[N:11][CH:12]=[C:13]([C:15]3[CH:20]=[C:19]([O:21][CH3:22])[C:18]([CH2:23][N:24]4[CH2:29][CH2:28][CH2:27][CH2:26][CH2:25]4)=[C:17]([O:30][CH3:31])[CH:16]=3)[CH:14]=2)[CH:3]=1.[CH3:33][N:34]1[CH:38]=[C:37](B2OC(C)(C)C(C)(C)O2)[CH:36]=[N:35]1. The catalyst is [F-].[K+].C(#N)C.C(OCC)(=O)C. (3) The reactants are [CH2:1]([C:3]1[N:11]=[C:10]([C:12]([F:15])([F:14])[F:13])[N:9]=[C:8]2[C:4]=1[NH:5][CH:6]=[N:7]2)[CH3:2].[C:16]([C:18]1[CH:19]=[C:20](B(O)O)[CH:21]=[CH:22][CH:23]=1)#[N:17].C(N(CC)CC)C.C(#N)C. The catalyst is C([O-])(=O)C.[Cu+2].C([O-])(=O)C.C(OCC)(=O)C. The product is [C:16]([C:18]1[CH:23]=[C:22]([N:7]2[CH:6]=[N:5][C:4]3[C:8]2=[N:9][C:10]([C:12]([F:14])([F:15])[F:13])=[N:11][C:3]=3[CH2:1][CH3:2])[CH:21]=[CH:20][CH:19]=1)#[N:17]. The yield is 0.190. (4) The reactants are Br[C:2]1[N:3]([CH2:21][C:22]([O:24][C:25]([CH3:28])([CH3:27])[CH3:26])=[O:23])[C:4]2[C:9]([C:10]=1[CH:11]1[CH2:16][CH2:15][CH2:14][CH2:13][CH2:12]1)=[CH:8][CH:7]=[C:6]([C:17]([O:19][CH3:20])=[O:18])[CH:5]=2.C([O-])([O-])=O.[Na+].[Na+].CC1(C)C(C)(C)OB([C:43]2[CH:48]=[CH:47][CH:46]=[CH:45][C:44]=2[NH:49][C:50](=[O:56])[O:51][C:52]([CH3:55])([CH3:54])[CH3:53])O1. The catalyst is O1CCOCC1.Cl[Pd](Cl)([P](C1C=CC=CC=1)(C1C=CC=CC=1)C1C=CC=CC=1)[P](C1C=CC=CC=1)(C1C=CC=CC=1)C1C=CC=CC=1. The product is [C:52]([O:51][C:50]([NH:49][C:44]1[CH:45]=[CH:46][CH:47]=[CH:48][C:43]=1[C:2]1[N:3]([CH2:21][C:22]([O:24][C:25]([CH3:27])([CH3:26])[CH3:28])=[O:23])[C:4]2[C:9]([C:10]=1[CH:11]1[CH2:16][CH2:15][CH2:14][CH2:13][CH2:12]1)=[CH:8][CH:7]=[C:6]([C:17]([O:19][CH3:20])=[O:18])[CH:5]=2)=[O:56])([CH3:55])([CH3:53])[CH3:54]. The yield is 0.650. (5) The reactants are [Na].O.O.[OH:4][C:5]1[CH:10]=[CH:9][C:8]([S:11]([OH:14])(=O)=[O:12])=[CH:7][CH:6]=1.C(Cl)(=O)C([Cl:18])=O. The catalyst is CN(C)C=O.ClCCl. The product is [OH:4][C:5]1[CH:10]=[CH:9][C:8]([S:11]([Cl:18])(=[O:14])=[O:12])=[CH:7][CH:6]=1. The yield is 1.00. (6) The reactants are [H-].[Na+].C([C:5]([CH2:14][CH3:15])(P(=O)([O-])[O-])[C:6]([O:8][CH3:9])=[O:7])C.[C:16]([SiH2:20][O:21][C:22]([C:39]1[CH:44]=[CH:43][CH:42]=[CH:41][CH:40]=1)([C:33]1[CH:38]=[CH:37][CH:36]=[CH:35][CH:34]=1)[CH:23]1[CH2:27][CH2:26][C:25](C)(C=O)[C:24]1(C)[CH3:31])([CH3:19])([CH3:18])[CH3:17].O.[CH2:46]1COCC1. No catalyst specified. The product is [CH3:9][O:8][C:6](=[O:7])[CH:5]=[CH:14][C:15]1([CH3:46])[CH2:26][CH2:27][CH:23]([C:22]([C:33]2[CH:34]=[CH:35][CH:36]=[CH:37][CH:38]=2)([C:39]2[CH:40]=[CH:41][CH:42]=[CH:43][CH:44]=2)[O:21][SiH2:20][C:16]([CH3:18])([CH3:19])[CH3:17])[C:24]1([CH3:25])[CH3:31]. The yield is 0.980.